Dataset: Forward reaction prediction with 1.9M reactions from USPTO patents (1976-2016). Task: Predict the product of the given reaction. (1) Given the reactants [CH3:1][O:2][C:3]1[CH:12]=[C:11]([CH:13]=[C:14]([N+:16]([O-:18])=[O:17])[CH3:15])[CH:10]=[CH:9][C:4]=1[O:5][CH2:6][CH2:7][OH:8].N1C=CC=CC=1.COC1C=CC(O)=CC=1.[C:34](O[C:34](=[O:38])[C:35]([CH3:37])=[CH2:36])(=[O:38])[C:35]([CH3:37])=[CH2:36], predict the reaction product. The product is: [C:34]([O:8][CH2:7][CH2:6][O:5][C:4]1[CH:9]=[CH:10][C:11]([CH:13]=[C:14]([N+:16]([O-:18])=[O:17])[CH3:15])=[CH:12][C:3]=1[O:2][CH3:1])(=[O:38])[C:35]([CH3:37])=[CH2:36]. (2) Given the reactants [CH2:1]([N:3]([CH2:11][CH2:12][N:13]1[CH2:18][CH2:17][S:16][C:15]2[CH:19]=[CH:20][C:21]([N+:23]([O-])=O)=[CH:22][C:14]1=2)[C:4](=[O:10])[O:5][C:6]([CH3:9])([CH3:8])[CH3:7])[CH3:2].O.NN, predict the reaction product. The product is: [NH2:23][C:21]1[CH:20]=[CH:19][C:15]2[S:16][CH2:17][CH2:18][N:13]([CH2:12][CH2:11][N:3]([CH2:1][CH3:2])[C:4](=[O:10])[O:5][C:6]([CH3:9])([CH3:8])[CH3:7])[C:14]=2[CH:22]=1.